Dataset: Experimentally validated miRNA-target interactions with 360,000+ pairs, plus equal number of negative samples. Task: Binary Classification. Given a miRNA mature sequence and a target amino acid sequence, predict their likelihood of interaction. (1) The miRNA is hsa-let-7b-5p with sequence UGAGGUAGUAGGUUGUGUGGUU. The protein sequence of the target gene is MGDVKNFLYAWCGKRKMTPSYEIRAVGNKNRQKFMCEVQVEGYNYTGMGNSTNKKDAQSNAARDFVNYLVRINEIKSEEVPAFGVASPPPLTDTPDTTANAEGDLPTTMGGPLPPHLALKAENNSEVGASGYGVPGPTWDRGANLKDYYSRKEEQEVQATLESEEVDLNAGLHGNWTLENAKARLNQYFQKEKIQGEYKYTQVGPDHNRSFIAEMTIYIKQLGRRIFAREHGSNKKLAAQSCALSLVRQLYHLGVVEAYSGLTKKKEGETVEPYKVNLSQDLEHQLQNIIQELNLEILPP.... Result: 1 (interaction). (2) The miRNA is mmu-miR-466n-5p with sequence GUGUGUGCGUACAUGUACAUGU. The protein sequence of the target gene is MTPVNVALIRDTKWLTLEVCREFQRGTCSRADAECRFAHPPRVCHVENGRVVACFDSLKGRCTRENCKYLHPPPHLKSQLEVNGRNNLIQQKTAAAMFAQHMQLMLQNAQMSSLASFPMNPSLAANPAMAFNPYMTHPGMGLVPAELLPNGPVLISGNPPLALPGVPGPKPIRTDRLEVCREFQRGNCTRGESECRYAHPTDVSMIEVTDNSVTICMDYIKGRCSREKCKYFHPPPHLQAKLRAAHHQMNHSAANAMALPHGALQLIPKRSALDKANGATPVFNPSVFHCQQALANMQIP.... Result: 1 (interaction). (3) The miRNA is hsa-miR-1207-3p with sequence UCAGCUGGCCCUCAUUUC. The protein sequence of the target gene is MASKGLQDLKQQVEGTAQEAVSAAGAAAQQVVDQATEAGQKAMDQLAKTTQETIDKTANQASDTFSGIGKKFGLLK. Result: 0 (no interaction). (4) The miRNA is hsa-miR-492 with sequence AGGACCUGCGGGACAAGAUUCUU. The protein sequence of the target gene is MAGRGGAARPNGPAAGNKICQFKLVLLGESAVGKSSLVLRFVKGQFHEYQESTIGAAFLTQTVCLDDTTVKFEIWDTAGQERYHSLAPMYYRGAQAAIVVYDITNTDTFARAKNWVKELQRQASPNIVIALAGNKADLASKRAVEFQEAQAYADDNSLLFMETSAKTAMNVNEIFMAIAKKLPKNEPQNATGAPGRNRGVDLQENNPASRSQCCSN. Result: 0 (no interaction). (5) The miRNA is hsa-miR-340-5p with sequence UUAUAAAGCAAUGAGACUGAUU. The protein sequence of the target gene is MESQGVPPGPYRATKLWNEVTTSFRAGMPLRKHRQHFKKYGNCFTAGEAVDWLYDLLRNNSNFGPEVTRQQTIQLLRKFLKNHVIEDIKGRWGSENVDDNNQLFRFPATSPLKTLPRRYPELRKNNIENFSKDKDSIFKLRNLSRRTPKRHGLHLSQENGEKIKHEIINEDQENAIDNRELSQEDVEEVWRYVILIYLQTILGVPSLEEVINPKQVIPQYIMYNMANTSKRGVVILQNKSDDLPHWVLSAMKCLANWPRSNDMNNPTYVGFERDVFRTIADYFLDLPEPLLTFEYYELFV.... Result: 1 (interaction). (6) Result: 0 (no interaction). The miRNA is hsa-miR-19a-5p with sequence AGUUUUGCAUAGUUGCACUACA. The protein sequence of the target gene is MADAEVIILPKKHKKKKERKSLPEEDVAEIQHAEEFLIKPESKVAKLDTSQWPLLLKNFDKLNVRTTHYTPLACGSNPLKREIGDYIRTGFINLDKPSNPSSHEVVAWIRRILRVEKTGHSGTLDPKVTGCLIVCIERATRLVKSQQSAGKEYVGIVRLHNAIEGGTQLSRALETLTGALFQRPPLIAAVKRQLRVRTIYESKMIEYDPERRLGIFWVSCEAGTYIRTLCVHLGLLLGVGGQMQELRRVRSGVMSEKDHMVTMHDVLDAQWLYDNHKDESYLRRVVYPLEKLLTSHKRLV....